This data is from Reaction yield outcomes from USPTO patents with 853,638 reactions. The task is: Predict the reaction yield, written as a fraction of the theoretical maximum amount of product (1.0 means a 100% yield; for example, 0.34 means a 34% yield). The reactants are [CH3:1][CH2:2][Mg+].[Br-].[Cl:5][C:6]1[CH:7]=[C:8]([NH:12][C:13]([N:15]2[CH2:20][CH2:19][C:18]3[NH:21][N:22]=[C:23]([C:24](N(OC)C)=[O:25])[C:17]=3[CH2:16]2)=[O:14])[CH:9]=[CH:10][CH:11]=1.CC(=O)OCC. The catalyst is C1COCC1. The product is [Cl:5][C:6]1[CH:7]=[C:8]([NH:12][C:13]([N:15]2[CH2:20][CH2:19][C:18]3[NH:21][N:22]=[C:23]([C:24](=[O:25])[CH2:2][CH3:1])[C:17]=3[CH2:16]2)=[O:14])[CH:9]=[CH:10][CH:11]=1. The yield is 0.349.